Dataset: Reaction yield outcomes from USPTO patents with 853,638 reactions. Task: Predict the reaction yield, written as a fraction of the theoretical maximum amount of product (1.0 means a 100% yield; for example, 0.34 means a 34% yield). (1) The reactants are [N:1]1[CH:6]=[CH:5][CH:4]=[CH:3][C:2]=1NC.C[CH2:10][N:11](C(C)C)C(C)C.[CH3:18][O:19][C:20]([C:22]1[S:23][C:24]([S:40][CH3:41])=[C:25]([S:27]([C:30]2[CH:35]=[CH:34][C:33](Br)=[C:32]([N+:37]([O-:39])=[O:38])[CH:31]=2)(=[O:29])=[O:28])[CH:26]=1)=[O:21]. The catalyst is C1COCC1. The product is [CH3:18][O:19][C:20]([C:22]1[S:23][C:24]([S:40][CH3:41])=[C:25]([S:27]([C:30]2[CH:35]=[CH:34][C:33]([NH:11][CH2:10][C:2]3[CH:3]=[CH:4][CH:5]=[CH:6][N:1]=3)=[C:32]([N+:37]([O-:39])=[O:38])[CH:31]=2)(=[O:29])=[O:28])[CH:26]=1)=[O:21]. The yield is 0.690. (2) The reactants are [CH3:1][O:2][C:3]([C@H:5]1[CH2:9][C@@H:8]([OH:10])[CH2:7][NH:6]1)=[O:4].C(N(CC)CC)C.[C:18]1([C:24](Cl)([C:31]2[CH:36]=[CH:35][CH:34]=[CH:33][CH:32]=2)[C:25]2[CH:30]=[CH:29][CH:28]=[CH:27][CH:26]=2)[CH:23]=[CH:22][CH:21]=[CH:20][CH:19]=1. The catalyst is C(Cl)(Cl)Cl. The product is [CH3:1][O:2][C:3]([C@H:5]1[CH2:9][C@@H:8]([OH:10])[CH2:7][N:6]1[C:24]([C:18]1[CH:23]=[CH:22][CH:21]=[CH:20][CH:19]=1)([C:31]1[CH:32]=[CH:33][CH:34]=[CH:35][CH:36]=1)[C:25]1[CH:26]=[CH:27][CH:28]=[CH:29][CH:30]=1)=[O:4]. The yield is 1.00. (3) The reactants are [CH3:1][O:2][CH2:3][C:4]1[C:8]([C:9]([O:11][CH3:12])=[O:10])=[CH:7][NH:6][N:5]=1.Cl[C:14]1[CH:19]=[CH:18][CH:17]=[C:16]([C:20]([F:23])([F:22])[F:21])[N:15]=1.C(=O)([O-])[O-].[K+].[K+]. The catalyst is CN(C)C=O. The product is [CH3:1][O:2][CH2:3][C:4]1[C:8]([C:9]([O:11][CH3:12])=[O:10])=[CH:7][N:6]([C:14]2[CH:19]=[CH:18][CH:17]=[C:16]([C:20]([F:23])([F:22])[F:21])[N:15]=2)[N:5]=1. The yield is 0.690. (4) The reactants are C1CCC(N=C=NC2CCCCC2)CC1.[CH:16]([C:18]1[CH:26]=[CH:25][C:21]([C:22]([OH:24])=[O:23])=[CH:20][CH:19]=1)=[CH2:17].[CH3:27][O:28][CH2:29][CH2:30][O:31][CH2:32][CH2:33][O:34][CH2:35][CH2:36]O. The catalyst is CN(C1C=CN=CC=1)C. The product is [CH:16]([C:18]1[CH:26]=[CH:25][C:21]([C:22]([O:24][CH2:36][CH2:35][O:34][CH2:33][CH2:32][O:31][CH2:30][CH2:29][O:28][CH3:27])=[O:23])=[CH:20][CH:19]=1)=[CH2:17]. The yield is 0.780. (5) The reactants are [CH:1]1([NH2:6])[CH2:5][CH2:4][CH2:3][CH2:2]1.CCN(C(C)C)C(C)C.[Cl:16][C:17]1[N:22]=[C:21](Cl)[CH:20]=[C:19]([C:24]2[C:25]([CH3:30])=[N:26][O:27][C:28]=2[CH3:29])[N:18]=1. The catalyst is CO. The product is [Cl:16][C:17]1[N:22]=[C:21]([NH:6][CH:1]2[CH2:5][CH2:4][CH2:3][CH2:2]2)[CH:20]=[C:19]([C:24]2[C:25]([CH3:30])=[N:26][O:27][C:28]=2[CH3:29])[N:18]=1. The yield is 0.440. (6) The reactants are C(OC(=O)[NH:10][C@@H:11]1[CH2:17][CH2:16][CH2:15][N:14]([C:18]2[N:19]([CH3:47])[N:20]=[CH:21][C:22]=2[NH:23][C:24]([C:26]2[N:27]=[C:28]([C:39]3[CH:44]=[CH:43][C:42]([F:45])=[CH:41][C:40]=3[F:46])[S:29][C:30]=2[NH:31]C(OC(C)(C)C)=O)=[O:25])[CH2:13][CH2:12]1)C1C=CC=CC=1.B(Br)(Br)Br. The product is [NH2:31][C:30]1[S:29][C:28]([C:39]2[CH:44]=[CH:43][C:42]([F:45])=[CH:41][C:40]=2[F:46])=[N:27][C:26]=1[C:24]([NH:23][C:22]1[CH:21]=[N:20][N:19]([CH3:47])[C:18]=1[N:14]1[CH2:15][CH2:16][CH2:17][C@@H:11]([NH2:10])[CH2:12][CH2:13]1)=[O:25]. The yield is 0.421. The catalyst is C(Cl)Cl.